From a dataset of Forward reaction prediction with 1.9M reactions from USPTO patents (1976-2016). Predict the product of the given reaction. (1) Given the reactants [C:1]([O:5][C:6](=[O:19])[NH:7][CH2:8][C:9]1[CH:14]=[C:13]([N+:15]([O-:17])=[O:16])[CH:12]=[CH:11][C:10]=1Br)([CH3:4])([CH3:3])[CH3:2].[CH3:20][N:21](C=O)C.C(P(C(C)(C)C)C(C)(C)C)(C)(C)C.C(OCC)(=O)C, predict the reaction product. The product is: [C:1]([O:5][C:6](=[O:19])[NH:7][CH2:8][C:9]1[CH:14]=[C:13]([N+:15]([O-:17])=[O:16])[CH:12]=[CH:11][C:10]=1[C:20]#[N:21])([CH3:4])([CH3:3])[CH3:2]. (2) Given the reactants [CH2:1]([O:3][C:4]([C:6]1[NH:7][C:8]2[C:13]([C:14]=1[Cl:15])=[CH:12][C:11]([Br:16])=[CH:10][CH:9]=2)=[O:5])[CH3:2].[CH:17]([O:20][C:21]1[CH:26]=[CH:25][C:24](B(O)O)=[CH:23][CH:22]=1)([CH3:19])[CH3:18], predict the reaction product. The product is: [CH2:1]([O:3][C:4]([C:6]1[N:7]([C:24]2[CH:25]=[CH:26][C:21]([O:20][CH:17]([CH3:19])[CH3:18])=[CH:22][CH:23]=2)[C:8]2[C:13]([C:14]=1[Cl:15])=[CH:12][C:11]([Br:16])=[CH:10][CH:9]=2)=[O:5])[CH3:2]. (3) Given the reactants [CH3:1][O:2][CH2:3][CH2:4][CH2:5][CH2:6][C:7]([C:9]1[O:10][C:11]2[CH:18]=[CH:17][C:16]([O:19][CH3:20])=[CH:15][C:12]=2[C:13]=1[CH3:14])=O.[NH2:21][C:22]1[CH:31]=[CH:30][C:25]([C:26]([O:28][CH3:29])=[O:27])=[CH:24][CH:23]=1.C(=O)([O-])O.[Na+].C([BH3-])#N.[Na+], predict the reaction product. The product is: [CH3:1][O:2][CH2:3][CH2:4][CH2:5][CH2:6][CH:7]([NH:21][C:22]1[CH:23]=[CH:24][C:25]([C:26]([O:28][CH3:29])=[O:27])=[CH:30][CH:31]=1)[C:9]1[O:10][C:11]2[CH:18]=[CH:17][C:16]([O:19][CH3:20])=[CH:15][C:12]=2[C:13]=1[CH3:14]. (4) Given the reactants [Cl:1][C:2]1[CH:7]=[CH:6][C:5]([C:8]2[N:12]([C:13]3[CH:18]=[CH:17][C:16]([Cl:19])=[CH:15][C:14]=3[Cl:20])[N:11]=[C:10]([C:21]([OH:23])=O)[C:9]=2[CH3:24])=[CH:4][CH:3]=1.S(Cl)([Cl:27])=O, predict the reaction product. The product is: [Cl:1][C:2]1[CH:3]=[CH:4][C:5]([C:8]2[N:12]([C:13]3[CH:18]=[CH:17][C:16]([Cl:19])=[CH:15][C:14]=3[Cl:20])[N:11]=[C:10]([C:21]([Cl:27])=[O:23])[C:9]=2[CH3:24])=[CH:6][CH:7]=1. (5) Given the reactants [Cl:1][C:2]1[CH:3]=[C:4]([CH:8]=[CH:9][C:10]=1[O:11][CH:12]([CH3:14])[CH3:13])[C:5]([OH:7])=O.C1C=CC2N(O)N=NC=2C=1.O[NH:26]/[C:27](=[N:46]\[H])/[C:28]1[CH:36]=[CH:35][C:34]([CH2:37][CH2:38][CH2:39][C:40]([O:42][CH2:43][CH3:44])=[O:41])=[C:33]2[C:29]=1[CH:30]=[CH:31][N:32]2[CH3:45].CCCC[N+](CCCC)(CCCC)CCCC.[F-], predict the reaction product. The product is: [Cl:1][C:2]1[CH:3]=[C:4]([C:5]2[O:7][N:46]=[C:27]([C:28]3[CH:36]=[CH:35][C:34]([CH2:37][CH2:38][CH2:39][C:40]([O:42][CH2:43][CH3:44])=[O:41])=[C:33]4[C:29]=3[CH:30]=[CH:31][N:32]4[CH3:45])[N:26]=2)[CH:8]=[CH:9][C:10]=1[O:11][CH:12]([CH3:14])[CH3:13]. (6) Given the reactants [CH2:1]([C:3]1[CH:8]=[CH:7][CH:6]=[C:5]([CH2:9][CH3:10])[C:4]=1[C:11]1[N:16]=[C:15]([C:17]2[CH2:22][CH2:21][N:20]([CH2:23][C:24]([NH2:26])=[O:25])[CH2:19][CH:18]=2)[C:14]([CH2:27][O:28][C:29]2[CH:34]=[C:33]([CH:35]([CH3:37])[CH3:36])[CH:32]=[CH:31][C:30]=2[CH3:38])=[C:13]([CH3:39])[N:12]=1)[CH3:2], predict the reaction product. The product is: [CH2:1]([C:3]1[CH:8]=[CH:7][CH:6]=[C:5]([CH2:9][CH3:10])[C:4]=1[C:11]1[N:16]=[C:15]([CH:17]2[CH2:22][CH2:21][N:20]([CH2:23][C:24]([NH2:26])=[O:25])[CH2:19][CH2:18]2)[C:14]([CH2:27][O:28][C:29]2[CH:34]=[C:33]([CH:35]([CH3:37])[CH3:36])[CH:32]=[CH:31][C:30]=2[CH3:38])=[C:13]([CH3:39])[N:12]=1)[CH3:2]. (7) Given the reactants [CH3:1][S:2]([C:5]1[N:10]=[C:9](S(C)(=O)=O)[C:8]([C:15]2[CH:20]=[CH:19][C:18]([Cl:21])=[CH:17][CH:16]=2)=[C:7]([C:22]2[CH:27]=[CH:26][C:25]([Cl:28])=[CH:24][C:23]=2[Cl:29])[N:6]=1)(=[O:4])=[O:3].C(O)C.CN.FC1C=C(C=CC=1F)CO[C:41]1N=C(NC)C(C2C=CC(Cl)=CC=2)=C(C2C=CC(Cl)=CC=2Cl)[N:42]=1, predict the reaction product. The product is: [CH3:1][S:2]([C:5]1[N:10]=[C:9]([CH2:41][NH2:42])[C:8]([C:15]2[CH:20]=[CH:19][C:18]([Cl:21])=[CH:17][CH:16]=2)=[C:7]([C:22]2[CH:27]=[CH:26][C:25]([Cl:28])=[CH:24][C:23]=2[Cl:29])[N:6]=1)(=[O:3])=[O:4].